From a dataset of Forward reaction prediction with 1.9M reactions from USPTO patents (1976-2016). Predict the product of the given reaction. (1) Given the reactants [CH2:1]([O:8][CH2:9][CH:10]=[O:11])[C:2]1[CH:7]=[CH:6][CH:5]=[CH:4][CH:3]=1.[CH2:12](O)[CH2:13][CH2:14][OH:15].C(OCC)(OCC)OCC.O.C1(C)C=CC(S(O)(=O)=O)=CC=1.C(N(CC)CC)C, predict the reaction product. The product is: [CH2:1]([O:8][CH2:9][CH:10]1[O:15][CH2:14][CH2:13][CH2:12][O:11]1)[C:2]1[CH:7]=[CH:6][CH:5]=[CH:4][CH:3]=1. (2) Given the reactants COC1C=C[C:6]([C@@H:9]([NH:11][C@@H:12]2[C:21]3[N:20]=[CH:19][CH:18]=[CH:17][C:16]=3[CH2:15][CH2:14][CH2:13]2)C)=[CH:5]C=1.C(O)(=O)C.C(=O)CC.C(O[BH-](OC(=O)C)OC(=O)C)(=O)C.[Na+], predict the reaction product. The product is: [CH2:9]([NH:11][C@@H:12]1[C:21]2[N:20]=[CH:19][CH:18]=[CH:17][C:16]=2[CH2:15][CH2:14][CH2:13]1)[CH2:6][CH3:5].